From a dataset of Forward reaction prediction with 1.9M reactions from USPTO patents (1976-2016). Predict the product of the given reaction. (1) Given the reactants [CH2:1]([C:5]1[O:6][C:7]2[CH:13]=[CH:12][C:11]([CH2:14][OH:15])=[CH:10][C:8]=2[N:9]=1)[CH2:2][CH:3]=[CH2:4].CC(OI1(OC(C)=O)(OC(C)=O)OC(=O)C2C=CC=CC1=2)=O, predict the reaction product. The product is: [CH2:1]([C:5]1[O:6][C:7]2[CH:13]=[CH:12][C:11]([CH:14]=[O:15])=[CH:10][C:8]=2[N:9]=1)[CH2:2][CH:3]=[CH2:4]. (2) Given the reactants C([C:3]1([C:19]2[CH:24]=[CH:23][C:22]([Cl:25])=[CH:21][CH:20]=2)[S:7][CH:6]([C:8]([O-:10])=O)[N:5]=[C:4]1[C:11]1[CH:16]=[CH:15][C:14]([Cl:17])=[CH:13][C:12]=1[Cl:18])C.[NH2:26][C:27]1[CH:32]=[CH:31][CH:30]=[CH:29][CH:28]=1.C[Si](C)(C)[N-][Si](C)(C)C.[Na+].O, predict the reaction product. The product is: [Cl:25][C:22]1[CH:23]=[CH:24][C:19]([C:3]2[S:7][C:6]([C:8]([NH:26][C:27]3[CH:32]=[CH:31][CH:30]=[CH:29][CH:28]=3)=[O:10])=[N:5][C:4]=2[C:11]2[CH:16]=[CH:15][C:14]([Cl:17])=[CH:13][C:12]=2[Cl:18])=[CH:20][CH:21]=1. (3) Given the reactants [C:1]12[C:12]([NH:13][CH:14]3[CH2:19][CH2:18][CH:17]([NH2:20])[CH2:16][CH2:15]3)=[N:11][CH:10]=[N:9][C:8]=1[S:7][C:6]1[CH2:5][CH2:4][CH2:3][C:2]2=1.Br[CH2:22][CH2:23][F:24].CCN(C(C)C)C(C)C, predict the reaction product. The product is: [F:24][CH2:23][CH2:22][NH:20][CH:17]1[CH2:18][CH2:19][CH:14]([NH:13][C:12]2[C:1]3[C:2]4[CH2:3][CH2:4][CH2:5][C:6]=4[S:7][C:8]=3[N:9]=[CH:10][N:11]=2)[CH2:15][CH2:16]1. (4) Given the reactants [CH:1]1([NH:4][C:5](=[O:37])[NH:6][C:7]2[CH:35]=[CH:34][C:10]([O:11][C:12]3[CH:17]=[CH:16][N:15]=[C:14]4[CH:18]=[C:19]([C:21]5[CH2:26][CH2:25][N:24](C(OC(C)(C)C)=O)[CH2:23][CH:22]=5)[S:20][C:13]=34)=[C:9]([F:36])[CH:8]=2)[CH2:3][CH2:2]1.[ClH:38].CCOC(C)=O, predict the reaction product. The product is: [ClH:38].[ClH:38].[CH:1]1([NH:4][C:5]([NH:6][C:7]2[CH:35]=[CH:34][C:10]([O:11][C:12]3[CH:17]=[CH:16][N:15]=[C:14]4[CH:18]=[C:19]([C:21]5[CH2:26][CH2:25][NH:24][CH2:23][CH:22]=5)[S:20][C:13]=34)=[C:9]([F:36])[CH:8]=2)=[O:37])[CH2:3][CH2:2]1. (5) Given the reactants Cl[C:2]1[N:11]=[C:10]([N:12]([C:14]2[CH:19]=[CH:18][C:17]([O:20][CH3:21])=[CH:16][CH:15]=2)[CH3:13])[C:9]2[C:4](=[CH:5][CH:6]=[CH:7][CH:8]=2)[N:3]=1.Cl.[NH2:23][OH:24], predict the reaction product. The product is: [OH:24][NH:23][C:2]1[N:11]=[C:10]([N:12]([C:14]2[CH:19]=[CH:18][C:17]([O:20][CH3:21])=[CH:16][CH:15]=2)[CH3:13])[C:9]2[C:4](=[CH:5][CH:6]=[CH:7][CH:8]=2)[N:3]=1. (6) Given the reactants [OH:1][CH2:2][C:3]1[C:12]2[C:7](=[CH:8][CH:9]=[C:10]([O:13][CH3:14])[N:11]=2)[N:6]=[CH:5][C:4]=1[OH:15], predict the reaction product. The product is: [OH:15][C:4]1[CH:5]=[N:6][C:7]2[C:12]([C:3]=1[CH:2]=[O:1])=[N:11][C:10]([O:13][CH3:14])=[CH:9][CH:8]=2. (7) Given the reactants [CH3:1][O:2][C:3]1[CH:4]=[C:5]2[C:10](=[CH:11][C:12]=1[O:13][CH3:14])[N:9]=[CH:8][CH:7]=[C:6]2[O:15][C:16]1[C:22]([CH3:23])=[CH:21][C:19]([NH2:20])=[C:18]([CH3:24])[CH:17]=1.Cl[C:26](Cl)([O:28]C(=O)OC(Cl)(Cl)Cl)Cl.[CH3:37][CH2:38][CH2:39][CH:40]([OH:44])[CH2:41][CH2:42][CH3:43].C(=O)(O)[O-].[Na+], predict the reaction product. The product is: [CH3:1][O:2][C:3]1[CH:4]=[C:5]2[C:10](=[CH:11][C:12]=1[O:13][CH3:14])[N:9]=[CH:8][CH:7]=[C:6]2[O:15][C:16]1[C:22]([CH3:23])=[CH:21][C:19]([NH:20][C:26](=[O:28])[O:44][CH:40]([CH2:41][CH2:42][CH3:43])[CH2:39][CH2:38][CH3:37])=[C:18]([CH3:24])[CH:17]=1. (8) Given the reactants [Cl:1][C:2]1[C:7]([C:8]2[CH:13]=[CH:12][CH:11]=[CH:10][CH:9]=2)=[N:6][N:5]=[C:4]2[N:14]([CH2:23][CH2:24]I)[N:15]=[C:16]([C:17]3[CH:22]=[CH:21][CH:20]=[CH:19][CH:18]=3)[C:3]=12.Cl.[F:27][C:28]1([F:33])[CH2:32][CH2:31][NH:30][CH2:29]1.CCN(C(C)C)C(C)C, predict the reaction product. The product is: [Cl:1][C:2]1[C:7]([C:8]2[CH:13]=[CH:12][CH:11]=[CH:10][CH:9]=2)=[N:6][N:5]=[C:4]2[N:14]([CH2:23][CH2:24][N:30]3[CH2:31][CH2:32][C:28]([F:33])([F:27])[CH2:29]3)[N:15]=[C:16]([C:17]3[CH:22]=[CH:21][CH:20]=[CH:19][CH:18]=3)[C:3]=12. (9) Given the reactants [NH:1]1[CH2:9][C@H:7]([OH:8])[CH2:6][C@H:2]1[C:3]([OH:5])=[O:4].[Cl:10][C:11]1[CH:16]=[CH:15][C:14]([N:17]=[C:18]=[O:19])=[CH:13][CH:12]=1, predict the reaction product. The product is: [Cl:10][C:11]1[CH:16]=[CH:15][C:14]([NH:17][C:18]([N:1]2[CH2:9][C@H:7]([OH:8])[CH2:6][C@H:2]2[C:3]([OH:5])=[O:4])=[O:19])=[CH:13][CH:12]=1. (10) The product is: [CH:15]([C:12]1[CH:13]=[CH:14][C:9]([C:7]#[N:8])=[CH:10][C:11]=1[O:24][CH3:25])=[O:26]. Given the reactants I([O-])(=O)(=O)=O.[Na+].[C:7]([C:9]1[CH:14]=[CH:13][C:12](/[CH:15]=C/C(OC(C)(C)C)=O)=[C:11]([O:24][CH3:25])[CH:10]=1)#[N:8].[OH2:26], predict the reaction product.